This data is from Forward reaction prediction with 1.9M reactions from USPTO patents (1976-2016). The task is: Predict the product of the given reaction. (1) Given the reactants [CH3:1][C:2]1[C:10]([O:11][C@H:12]2[CH2:17][CH2:16][CH2:15][C@@H:14]([N:18]3[CH2:22][CH2:21][CH2:20][CH2:19]3)[CH2:13]2)=[CH:9][CH:8]=[C:7]2[C:3]=1[CH:4]=[N:5][N:6]2C1CCCCO1.[ClH:29].O1CCOCC1, predict the reaction product. The product is: [ClH:29].[CH3:1][C:2]1[C:10]([O:11][C@H:12]2[CH2:17][CH2:16][CH2:15][C@@H:14]([N:18]3[CH2:22][CH2:21][CH2:20][CH2:19]3)[CH2:13]2)=[CH:9][CH:8]=[C:7]2[C:3]=1[CH:4]=[N:5][NH:6]2. (2) Given the reactants C[O:2][C:3](=[O:72])[CH2:4][NH:5][C:6](=[O:71])[C@H:7]([NH:11][C:12](=[O:70])[C@H:13]([NH:35][C:36](=[O:69])[C@H:37]([NH:39][C:40](=[O:68])[CH2:41][C@H:42]([OH:67])/[CH:43]=[CH:44]/[CH2:45][CH2:46][S:47][C:48]([C:61]1[CH:66]=[CH:65][CH:64]=[CH:63][CH:62]=1)([C:55]1[CH:60]=[CH:59][CH:58]=[CH:57][CH:56]=1)[C:49]1[CH:54]=[CH:53][CH:52]=[CH:51][CH:50]=1)[CH3:38])[CH2:14][S:15][C:16]([C:29]1[CH:34]=[CH:33][CH:32]=[CH:31][CH:30]=1)([C:23]1[CH:28]=[CH:27][CH:26]=[CH:25][CH:24]=1)[C:17]1[CH:22]=[CH:21][CH:20]=[CH:19][CH:18]=1)[CH:8]([CH3:10])[CH3:9].[Li+].[OH-].OS([O-])(=O)=O.[K+], predict the reaction product. The product is: [OH:67][C@H:42](/[CH:43]=[CH:44]/[CH2:45][CH2:46][S:47][C:48]([C:55]1[CH:56]=[CH:57][CH:58]=[CH:59][CH:60]=1)([C:61]1[CH:66]=[CH:65][CH:64]=[CH:63][CH:62]=1)[C:49]1[CH:54]=[CH:53][CH:52]=[CH:51][CH:50]=1)[CH2:41][C:40]([NH:39][C@H:37]([CH3:38])[C:36]([NH:35][C@H:13]([CH2:14][S:15][C:16]([C:17]1[CH:18]=[CH:19][CH:20]=[CH:21][CH:22]=1)([C:23]1[CH:24]=[CH:25][CH:26]=[CH:27][CH:28]=1)[C:29]1[CH:34]=[CH:33][CH:32]=[CH:31][CH:30]=1)[C:12]([NH:11][C@H:7]([CH:8]([CH3:9])[CH3:10])[C:6]([NH:5][CH2:4][C:3]([OH:72])=[O:2])=[O:71])=[O:70])=[O:69])=[O:68]. (3) Given the reactants [OH:1][CH2:2][CH:3]1[O:8][CH2:7][CH2:6][N:5]([C:9]([O:11][C:12]([CH3:15])([CH3:14])[CH3:13])=[O:10])[CH2:4]1.C(N(CC)CC)C.[CH3:23][S:24](Cl)(=[O:26])=[O:25], predict the reaction product. The product is: [CH3:23][S:24]([O:1][CH2:2][CH:3]1[O:8][CH2:7][CH2:6][N:5]([C:9]([O:11][C:12]([CH3:15])([CH3:14])[CH3:13])=[O:10])[CH2:4]1)(=[O:26])=[O:25]. (4) Given the reactants Br[C:2]1[CH:7]=[CH:6][C:5]([C:8](=[O:20])[CH2:9][CH2:10][C:11](=[O:19])[CH2:12][CH2:13][C:14]([O:16][CH2:17][CH3:18])=[O:15])=[CH:4][CH:3]=1.[O:21]1[CH2:25][CH2:24][NH:23][C:22]1=[O:26].N1CCC[C@H]1C(O)=O.C([O-])([O-])=O.[K+].[K+], predict the reaction product. The product is: [O:19]=[C:11]([CH2:10][CH2:9][C:8](=[O:20])[C:5]1[CH:6]=[CH:7][C:2]([N:23]2[CH2:24][CH2:25][O:21][C:22]2=[O:26])=[CH:3][CH:4]=1)[CH2:12][CH2:13][C:14]([O:16][CH2:17][CH3:18])=[O:15]. (5) Given the reactants [CH:1]([N:4]1[CH2:7][CH:6]([CH2:8][O:9][C:10]2[CH:15]=[CH:14][C:13]([C:16]3([C:22]#[N:23])[CH2:21][CH2:20][O:19][CH2:18][CH2:17]3)=[CH:12][CH:11]=2)[CH2:5]1)([CH3:3])[CH3:2].[H-].[Al+3].[Li+].[H-].[H-].[H-], predict the reaction product. The product is: [CH:1]([N:4]1[CH2:7][CH:6]([CH2:8][O:9][C:10]2[CH:15]=[CH:14][C:13]([C:16]3([CH2:22][NH2:23])[CH2:21][CH2:20][O:19][CH2:18][CH2:17]3)=[CH:12][CH:11]=2)[CH2:5]1)([CH3:3])[CH3:2].